Task: Predict which catalyst facilitates the given reaction.. Dataset: Catalyst prediction with 721,799 reactions and 888 catalyst types from USPTO (1) Reactant: [Cl:1][CH2:2][CH2:3][CH2:4][CH2:5][CH2:6][CH:7]1[CH2:24][C@@:22]2([CH3:23])[C@@H:18]([CH2:19][CH:20]=[C:21]2[O:25]C(=O)C)[C@H:17]2[C@H:8]1[C:9]1[CH:10]=[CH:11][C:12]([O:29][C:30](=[O:32])[CH3:31])=[CH:13][C:14]=1[CH2:15][CH2:16]2.C([O-])(=O)C.[Na+].[Br:38]N1C(=O)CCC1=O.O. The catalyst class is: 9. Product: [C:30]([O:29][C:12]1[CH:11]=[CH:10][C:9]2[C@@H:8]3[C@H:17]([C@H:18]4[C@@:22]([CH2:24][CH:7]3[CH2:6][CH2:5][CH2:4][CH2:3][CH2:2][Cl:1])([CH3:23])[C:21](=[O:25])[CH:20]([Br:38])[CH2:19]4)[CH2:16][CH2:15][C:14]=2[CH:13]=1)(=[O:32])[CH3:31]. (2) Reactant: CS(O[CH2:6][CH2:7][CH2:8][CH:9]1[CH2:21][C:20]2[C:19]3[C:14](=[CH:15][CH:16]=[C:17]([O:22][CH3:23])[CH:18]=3)[NH:13][C:12]=2[C:11](=[O:24])[NH:10]1)(=O)=O.[N-:25]=[N+:26]=[N-:27].[Na+].O. Product: [N:25]([CH2:6][CH2:7][CH2:8][CH:9]1[CH2:21][C:20]2[C:19]3[C:14](=[CH:15][CH:16]=[C:17]([O:22][CH3:23])[CH:18]=3)[NH:13][C:12]=2[C:11](=[O:24])[NH:10]1)=[N+:26]=[N-:27]. The catalyst class is: 9. (3) Reactant: [CH3:1][C:2]([CH3:7])([CH2:5][OH:6])[CH2:3][OH:4].[S:8](Cl)(Cl)=[O:9]. Product: [CH3:1][C:2]1([CH3:7])[CH2:5][O:6][S:8](=[O:9])[O:4][CH2:3]1. The catalyst class is: 4.